This data is from Experimentally validated miRNA-target interactions with 360,000+ pairs, plus equal number of negative samples. The task is: Binary Classification. Given a miRNA mature sequence and a target amino acid sequence, predict their likelihood of interaction. (1) The miRNA is hsa-miR-98-5p with sequence UGAGGUAGUAAGUUGUAUUGUU. The protein sequence of the target gene is MQAGPVQAVPPPPPVATESKQPIEEEASSKEDPTPSKPVVGIIYPPPEVRNIVDKTASFVARNGPEFEARIRQNEINNPKFNFLNPNDPYHAYYRHKVSEFKEGKAQEPSAAIPKVMQQQQQATQQQLPQKVQAQVIQETIVPKEPPPEFEFIADPPSISAFDLDVVKLTAQFVARNGRQFLTQLMQKEQRNYQFDFLRPQHSLFNYFTKLVEQYTKILIPPKGLFSKLKKEAENPREVLDQVCYRVEWAKFQERERKKEEEEKEKERVAYAQIDWHDFVVVETVDFQPNEQGNFPPPTT.... Result: 0 (no interaction). (2) The miRNA is hsa-miR-3189-5p with sequence UGCCCCAUCUGUGCCCUGGGUAGGA. The protein sequence of the target gene is MAPSHLSVREMREDEKPLVLEMLKAGVKDTENRVALHALTRPPALLLLAAASSGLRFVLASFALALLLPVFLAVAAVKLGLRARWGSLPPPGGLGGPWVAVRGSGDVCGVLALAPGTNAGDGARVTRLSVSRWHRRRGVGRRLLAFAEARARAWAGGMGEPRARLVVPVAVAAWGVGGMLEGCGYQAEGGWGCLGYTLVREFSKDL. Result: 0 (no interaction). (3) The miRNA is hsa-miR-627-3p with sequence UCUUUUCUUUGAGACUCACU. The protein sequence of the target gene is MVEEENIRVVRCGGSELNFRRAVFSADSKYIFCVSGDFVKVYSTVTEECVHILHGHRNLVTGIQLNPNNHLQLYSCSLDGTIKLWDYIDGILIKTFIVGCKLHALFTLAQAEDSVFVIVNKEKPDIFQLVSVKLPKSSSQEVEAKELSFVLDYINQSPKCIAFGNEGVYVAAVREFYLSVYFFKKKTTSRFTLSSSRNKKHAKNNFTCVACHPTEDCIASGHMDGKIRLWRNFYDDKKYTYTCLHWHHDMVMDLAFSVTGTSLLSGGRESVLVEWRDATEKNKEFLPRLGATIEHISVSP.... Result: 1 (interaction). (4) The miRNA is hsa-miR-6858-3p with sequence CAGCCAGCCCCUGCUCACCCCU. The protein sequence of the target gene is MSPGLLLLGSAVLLAFGLCCTFVHRARSRYEHIPGPPRPSFLLGHLPCFWKKDEVGGRVLQDVFLDWAKKYGPVVRVNVFHKTSVIVTSPESVKKFLMSTKYNKDSKMYRALQTVFGERLFGQGLVSECNYERWHKQRRVIDLAFSRSSLVSLMETFNEKAEQLVEILEAKADGQTPVSMQDMLTYTAMDILAKAAFGMETSMLLGAQKPLSQAVKLMLEGITASRNTLAKFLPGKRKQLREVRESIRFLRQVGRDWVQRRREALKRGEEVPADILTQILKAEEGAQDDEGLLDNFVTFF.... Result: 1 (interaction). (5) The miRNA is hsa-miR-16-5p with sequence UAGCAGCACGUAAAUAUUGGCG. The protein sequence of the target gene is MGSSKKHRGEKEAAGTTAAAGTGGATEQPPRHREHKKHKHRSGGSGGSGGERRKRSRERGGERGSGRRGAEAEARSSTHGRERSQAEPSERRVKREKRDDGYEAAASSKTSSGDASSLSIEETNKLRAKLGLKPLEVNAIKKEAGTKEEPVTADVINPMALRQREELREKLAAAKEKRLLNQKLGKIKTLGEDDPWLDDTAAWIERSRQLQKEKDLAEKRAKLLEEMDQEFGVSTLVEEEFGQRRQDLYSARDLQGLTVEHAIDSFREGETMILTLKDKGVLQEEEDVLVNVNLVDKERA.... Result: 1 (interaction). (6) The miRNA is ath-miR156f-5p with sequence UGACAGAAGAGAGUGAGCAC. The protein sequence of the target gene is MDSTACLKSLLLTVSQYKAVKSEANATQLLRHLEVISGQKLTRLFTSNQILTSECLSCLVELLEDPNISASLILSIIGLLSQLAVDIETRDCLQNTYNLNSVLAGVVCRSSHTDSVFLQCIQLLQKLTYNVKIFYSGANIDELITFLIDHIQSSEDELKMPCLGLLANLCRHNLSVQTHIKTLSNVKSFYRTLITLLAHSSLTVVVFALSILSSLTLNEEVGEKLFHARNIHQTFQLIFNILINGDGTLTRKYSVDLLMDLLKNPKIADYLTRYEHFSSCLHQVLGLLNGKDPDSSSKVL.... Result: 0 (no interaction). (7) The miRNA is mmu-miR-466o-5p with sequence UGAUGUGUGUGUACAUGUACAU. The protein sequence of the target gene is MELAHSLLLNEEALAQITEAKRPVFIFEWLRFLDKVLVAANKTDVKEKQKKLVEQLTGLISSSPGPPTRKLLAKNLAALYSIGDTFTVFQTLDKCNDIIRNKDDTAAYLPTKLAAVACVGAFYEKMGRMLGSAFPETVNNLLKSLKSAESQGRSEILMSLQKVLSGLGGAAASSHRDIYKNARSLLTDRSMAVRCAVAKCLLELQNEAVFMWTAELENIATLCFKALENSNYGVRVAVSKLLGTVMATALMPKQATVMRQNVKRATFDEVLELMATGFLRGGSGFLKSGGEMLKVGGSVN.... Result: 0 (no interaction). (8) The miRNA is mmu-miR-1198-3p with sequence AAGCUAGCCUCUAACUCAUGGC. The protein sequence of the target gene is MASVLGSGRGSGGLSSQLKCKSKRRRRRRSKRKDKVSILSTFLAPFKYLSPGTTNTEDEDNLSTSSAEVKENRNVSNLGTRPLPPGDWARGSTPSVKRKRPLEEGNGGHFCKLQLIWKKLSWSVTPKNALVQLHELKPGLQYRMVSQTGPVHAPVFAVAVEVNGLTFEGTGPTKKKAKMRAAEMALKSFVQFPNAFQAHLAMGSSTSPCTDFTSDQADFPDTLFKEFEPSSKNEDFPGCHPVDTEFLSSAYRRGRLLYHTLDLMGQALPDRSRLAPGALGERNPVVVLNELRSGLRYVCL.... Result: 0 (no interaction). (9) The miRNA is hsa-miR-1278 with sequence UAGUACUGUGCAUAUCAUCUAU. The protein sequence of the target gene is MAVLAGSLLGPTSRSAALLGGRWLQPRAWLGFPDAWGLPTPQQARGKARGNEYQPSNIKRKNKHGWVRRLSTPAGVQVILRRMLKGRKSLSH. Result: 0 (no interaction).